Task: Predict the reactants needed to synthesize the given product.. Dataset: Full USPTO retrosynthesis dataset with 1.9M reactions from patents (1976-2016) (1) Given the product [CH3:1][O:2][NH:3][CH:4]([CH3:14])[CH2:5][C:6]1[C:10]([Cl:11])=[C:9]([Cl:12])[S:8][C:7]=1[Cl:13], predict the reactants needed to synthesize it. The reactants are: [CH3:1][O:2][N:3]=[C:4]([CH3:14])[CH2:5][C:6]1[C:10]([Cl:11])=[C:9]([Cl:12])[S:8][C:7]=1[Cl:13].C([BH3-])#N.[Na+].[OH-].[Na+]. (2) The reactants are: COC1C=CC=C(OC)C=1C(N[C@H]1CCC[C@@H]1[NH:13][C:14]1C=[CH:18][C:17]([C:20]([F:23])([F:22])[F:21])=[CH:16][N:15]=1)=O.Cl.[NH2:31][C@H:32]1[CH2:36][CH2:35][CH2:34][C@@H:33]1[NH:37][C:38](=[O:50])[C:39]1[CH:44]=[CH:43][CH:42]=[CH:41][C:40]=1[N:45]1[N:49]=[CH:48][CH:47]=[N:46]1.ClC1N=CC(C(F)(F)F)=CN=1. Given the product [N:49]1[N:45]([C:40]2[CH:41]=[CH:42][CH:43]=[CH:44][C:39]=2[C:38]([NH:37][C@H:33]2[CH2:34][CH2:35][CH2:36][C@@H:32]2[NH:31][C:14]2[N:13]=[CH:18][C:17]([C:20]([F:23])([F:22])[F:21])=[CH:16][N:15]=2)=[O:50])[N:46]=[CH:47][CH:48]=1, predict the reactants needed to synthesize it.